This data is from Catalyst prediction with 721,799 reactions and 888 catalyst types from USPTO. The task is: Predict which catalyst facilitates the given reaction. (1) Reactant: [NH2:1][CH2:2][C:3]1[CH:4]=[N:5][N:6]([CH2:28][CH3:29])[C:7]=1[NH:8][C:9]([C:22]1[CH:27]=[CH:26][CH:25]=[CH:24][CH:23]=1)([C:16]1[CH:21]=[CH:20][CH:19]=[CH:18][CH:17]=1)[C:10]1[CH:15]=[CH:14][CH:13]=[CH:12][CH:11]=1.[C:30](O[C:30]([O:32][C:33]([CH3:36])([CH3:35])[CH3:34])=[O:31])([O:32][C:33]([CH3:36])([CH3:35])[CH3:34])=[O:31].C(OCC)(=O)C.O. The catalyst class is: 7. Product: [C:33]([O:32][C:30]([NH:1][CH2:2][C:3]1[CH:4]=[N:5][N:6]([CH2:28][CH3:29])[C:7]=1[NH:8][C:9]([C:16]1[CH:17]=[CH:18][CH:19]=[CH:20][CH:21]=1)([C:22]1[CH:27]=[CH:26][CH:25]=[CH:24][CH:23]=1)[C:10]1[CH:15]=[CH:14][CH:13]=[CH:12][CH:11]=1)=[O:31])([CH3:36])([CH3:35])[CH3:34]. (2) Reactant: [C:1]([O:5][C:6]([CH3:9])([CH3:8])[CH3:7])(=[O:4])[CH:2]=[CH2:3].[C:10]([NH2:14])(=[O:13])[CH:11]=[CH2:12].C(OS([O-])(=O)=O)CCCCCCCCCCC.[Na+:32].[Na+].[CH:34]([S:36]([O-:39])(=[O:38])=[O:37])=[CH2:35].S(OOS([O-])(=O)=O)([O-])(=O)=O.[Na+].[Na+].C(=O)(O)[O-].[Na+].S(=O)(=O)(O)[O-].[Na+]. Product: [C:6]([O:5][C:1](=[O:4])[CH:2]=[CH2:3])([CH3:9])([CH3:8])[CH3:7].[CH:34]([S:36]([O-:39])(=[O:38])=[O:37])=[CH2:35].[Na+:32].[C:10]([NH2:14])(=[O:13])[CH:11]=[CH2:12]. The catalyst class is: 6. (3) Product: [OH:26][CH2:27][CH2:28][C:29]1[CH:30]=[C:31]([CH2:34][N:35]2[CH2:36][CH2:37][C:38]3([O:43][CH2:42][CH2:41][N:40]([C:44]([C:46]4[S:47][C:48]([CH3:51])=[CH:49][CH:50]=4)=[O:45])[CH2:39]3)[CH2:52][CH2:53]2)[S:32][CH:33]=1. Reactant: [F-].C([N+](CCCC)(CCCC)CCCC)CCC.[Si]([O:26][CH2:27][CH2:28][C:29]1[CH:30]=[C:31]([CH2:34][N:35]2[CH2:53][CH2:52][C:38]3([O:43][CH2:42][CH2:41][N:40]([C:44]([C:46]4[S:47][C:48]([CH3:51])=[CH:49][CH:50]=4)=[O:45])[CH2:39]3)[CH2:37][CH2:36]2)[S:32][CH:33]=1)(C(C)(C)C)(C)C. The catalyst class is: 7.